Dataset: Full USPTO retrosynthesis dataset with 1.9M reactions from patents (1976-2016). Task: Predict the reactants needed to synthesize the given product. (1) Given the product [NH2:1][C:2]1[N:3]([CH3:42])[C:4](=[O:41])[C:5]([C:29]2[CH:30]=[C:31]([NH:35][C:36](=[O:40])[CH2:37][O:38][CH3:39])[CH:32]=[CH:33][CH:34]=2)([CH:7]2[CH2:8][CH2:9][N:10]([C:13](=[O:28])[C:14]3[CH:19]=[CH:18][C:17]([OH:45])=[CH:16][CH:15]=3)[CH2:11][CH2:12]2)[N:6]=1, predict the reactants needed to synthesize it. The reactants are: [NH2:1][C:2]1[N:3]([CH3:42])[C:4](=[O:41])[C:5]([C:29]2[CH:30]=[C:31]([NH:35][C:36](=[O:40])[CH2:37][O:38][CH3:39])[CH:32]=[CH:33][CH:34]=2)([CH:7]2[CH2:12][CH2:11][N:10]([C:13](=[O:28])[C:14]3[CH:19]=[CH:18][CH:17]=[CH:16][C:15]=3OCC3C=CC=CC=3)[CH2:9][CH2:8]2)[N:6]=1.C([OH:45])C. (2) Given the product [O:22]=[C:20]1[NH:19][C:18](=[O:23])[C:17](=[CH:16][C:13]2[CH:12]=[CH:11][C:10]([C:6]3[CH:7]=[CH:8][CH:9]=[C:4]([N:3]([CH2:1][CH3:2])[C:31]([NH:30][C:24]4[CH:29]=[CH:28][CH:27]=[CH:26][CH:25]=4)=[O:32])[CH:5]=3)=[CH:15][CH:14]=2)[S:21]1, predict the reactants needed to synthesize it. The reactants are: [CH2:1]([NH:3][C:4]1[CH:5]=[C:6]([C:10]2[CH:15]=[CH:14][C:13]([CH:16]=[C:17]3[S:21][C:20](=[O:22])[NH:19][C:18]3=[O:23])=[CH:12][CH:11]=2)[CH:7]=[CH:8][CH:9]=1)[CH3:2].[C:24]1([N:30]=[C:31]=[O:32])[CH:29]=[CH:28][CH:27]=[CH:26][CH:25]=1. (3) Given the product [CH2:1]([C:8]1[CH:13]=[C:12]([Br:14])[CH:11]=[CH:10][C:9]=1[O:15][CH2:19][C:18]([O:21][CH2:22][CH3:23])=[O:20])[C:2]1[CH:3]=[CH:4][CH:5]=[CH:6][CH:7]=1, predict the reactants needed to synthesize it. The reactants are: [CH2:1]([C:8]1[CH:13]=[C:12]([Br:14])[CH:11]=[CH:10][C:9]=1[OH:15])[C:2]1[CH:7]=[CH:6][CH:5]=[CH:4][CH:3]=1.[H-].[Na+].[C:18]([O:21][CH2:22][CH3:23])(=[O:20])[CH3:19].